This data is from Catalyst prediction with 721,799 reactions and 888 catalyst types from USPTO. The task is: Predict which catalyst facilitates the given reaction. Reactant: [CH2:1]([O:8][NH:9][C:10]1[CH:15]=[CH:14][N:13]([C@H:16]2[C@@:20]([OH:22])([CH3:21])[C@H:19]([OH:23])[C@@H:18]([CH2:24][OH:25])[O:17]2)[C:12](=[O:26])[N:11]=1)[C:2]1[CH:7]=[CH:6][CH:5]=[CH:4][CH:3]=1.CN1C=CN=C1.Cl[P:34]([NH:43][C@@H:44]([CH3:51])[C:45]([O:47][CH:48]([CH3:50])[CH3:49])=[O:46])([O:36][C:37]1[CH:42]=[CH:41][CH:40]=[CH:39][CH:38]=1)=[O:35].CCOC(C)=O. Product: [CH2:1]([O:8][NH:9][C:10]1[CH:15]=[CH:14][N:13]([C@@H:16]2[O:17][C@H:18]([CH2:24][O:25][P:34]([NH:43][CH:44]([CH3:51])[C:45]([O:47][CH:48]([CH3:50])[CH3:49])=[O:46])([O:36][C:37]3[CH:42]=[CH:41][CH:40]=[CH:39][CH:38]=3)=[O:35])[C@@H:19]([OH:23])[C@:20]2([OH:22])[CH3:21])[C:12](=[O:26])[N:11]=1)[C:2]1[CH:7]=[CH:6][CH:5]=[CH:4][CH:3]=1. The catalyst class is: 1.